This data is from Experimentally validated miRNA-target interactions with 360,000+ pairs, plus equal number of negative samples. The task is: Binary Classification. Given a miRNA mature sequence and a target amino acid sequence, predict their likelihood of interaction. (1) The miRNA is hsa-miR-151a-3p with sequence CUAGACUGAAGCUCCUUGAGG. The protein sequence of the target gene is MSVSGLKAELKFLASIFDKNHERFRIVSWKLDELHCQFLVPQQGSPHSLPPPLTLHCNITESYPSSSPIWFVDSEDPNLTSVLERLEDTKNNNLLRQQLKWLICELCSLYNLPKHLDVEMLDQPLPTGQNGTTEEVTSEEEEEEEEMAEDIEDLDHYEMKEEEPISGKKSEDEGIEKENLAILEKIRKTQRQDHLNGAVSGSVQASDRLMKELRDIYRSQSYKTGIYSVELINDSLYDWHVKLQKVDPDSPLHSDLQILKEKEGIEYILLNFSFKDNFPFDPPFVRVVLPVLSGGYVLGG.... Result: 0 (no interaction). (2) The miRNA is rno-miR-23b-3p with sequence AUCACAUUGCCAGGGAUUACC. The protein sequence of the target gene is MSSDFEGYEQDFAVLTAEITSKIARVPRLPPDEKKQMVANVEKQLEEARELLEQMDLEVREIPPQSRGMYSNRMRSYKQEMGKLETDFKRSRIAYSDEVRNELLGDAGNSSENQRAHLLDNTERLERSSRRLEAGYQIAVETEQIGQEMLENLSHDREKIQRARDRLRDADANLGKSSRILTGMLRRIIQNRILLVILGIIVVIAILTAIAFFVKGH. Result: 0 (no interaction). (3) The miRNA is hsa-miR-4473 with sequence CUAGUGCUCUCCGUUACAAGUA. The protein sequence of the target gene is MACRWSTKESPRWRSALLLLFLAGVYGNGALAEHSENVHISGVSTACGETPEQIRAPSGIITSPGWPSEYPAKINCSWFIRANPGEIITISFQDFDIQGSRRCNLDWLTIETYKNIESYRACGSTIPPPYISSQDHIWIRFHSDDNISRKGFRLAYFSGKSEEPNCACDQFRCGNGKCIPEAWKCNNMDECGDSSDEEICAKEANPPTAAAFQPCAYNQFQCLSRFTKVYTCLPESLKCDGNIDCLDLGDEIDCDVPTCGQWLKYFYGTFNSPNYPDFYPPGSNCTWLIDTGDHRKVILR.... Result: 1 (interaction).